From a dataset of Reaction yield outcomes from USPTO patents with 853,638 reactions. Predict the reaction yield, written as a fraction of the theoretical maximum amount of product (1.0 means a 100% yield; for example, 0.34 means a 34% yield). The reactants are C([O:3][C:4]([C:6]1[N:10]2[CH:11]=[C:12]([C:24]3[CH:29]=[CH:28][C:27]([Cl:30])=[CH:26][C:25]=3[Cl:31])[C:13]([CH2:15][NH:16][C:17]([O:19][C:20]([CH3:23])([CH3:22])[CH3:21])=[O:18])=[CH:14][C:9]2=[N:8][CH:7]=1)=[O:5])C.O[Li].O.Cl. The catalyst is CO.O. The product is [C:20]([O:19][C:17]([NH:16][CH2:15][C:13]1[C:12]([C:24]2[CH:29]=[CH:28][C:27]([Cl:30])=[CH:26][C:25]=2[Cl:31])=[CH:11][N:10]2[C:6]([C:4]([OH:5])=[O:3])=[CH:7][N:8]=[C:9]2[CH:14]=1)=[O:18])([CH3:23])([CH3:21])[CH3:22]. The yield is 0.920.